This data is from Forward reaction prediction with 1.9M reactions from USPTO patents (1976-2016). The task is: Predict the product of the given reaction. (1) Given the reactants Br[C:2]1[CH:7]=[CH:6][C:5]([CH2:8][C:9]([OH:11])=[O:10])=[C:4]([F:12])[CH:3]=1.[CH3:13][C:14]1([CH3:30])[C:18]([CH3:20])([CH3:19])[O:17][B:16]([B:16]2[O:17][C:18]([CH3:20])([CH3:19])[C:14]([CH3:30])([CH3:13])[O:15]2)[O:15]1.C([O-])(=O)C.[K+], predict the reaction product. The product is: [F:12][C:4]1[CH:3]=[C:2]([B:16]2[O:17][C:18]([CH3:20])([CH3:19])[C:14]([CH3:30])([CH3:13])[O:15]2)[CH:7]=[CH:6][C:5]=1[CH2:8][C:9]([OH:11])=[O:10]. (2) Given the reactants [CH3:1][O:2][C:3]1[CH:8]=[CH:7][C:6]([CH:9]([NH:18][CH:19]([C:26]2[N:27]([C:31]([O:33][C:34]([CH3:37])([CH3:36])[CH3:35])=[O:32])[CH:28]=[CH:29][CH:30]=2)[C:20](N(OC)C)=O)[C:10]2[CH:15]=[CH:14][C:13]([O:16][CH3:17])=[CH:12][CH:11]=2)=[CH:5][CH:4]=1.[H-].[H-].[H-].[H-].[Li+].[Al+3].[NH2:44][C@H:45]([C:50]([O:52][CH3:53])=[O:51])[CH2:46][CH:47]([CH3:49])[CH3:48].Cl.[BH-](OC(C)=O)(OC(C)=O)OC(C)=O.[Na+], predict the reaction product. The product is: [CH3:1][O:2][C:3]1[CH:4]=[CH:5][C:6]([CH:9]([NH:18][CH:19]([C:26]2[N:27]([C:31]([O:33][C:34]([CH3:35])([CH3:37])[CH3:36])=[O:32])[CH:28]=[CH:29][CH:30]=2)[CH2:20][NH:44][C@@H:45]([CH2:46][CH:47]([CH3:49])[CH3:48])[C:50]([O:52][CH3:53])=[O:51])[C:10]2[CH:11]=[CH:12][C:13]([O:16][CH3:17])=[CH:14][CH:15]=2)=[CH:7][CH:8]=1. (3) Given the reactants [CH2:1]([N:3]1[CH:7]=[C:6]([CH3:8])[C:5]([C:9]([OH:11])=O)=[CH:4]1)[CH3:2].O1CCCC1.C(Cl)(=O)C(Cl)=O.[NH2:23][C:24]1[CH:25]=[C:26]([CH:43]=[CH:44][CH:45]=1)[O:27][C:28]1[CH:29]=[CH:30][C:31]2[N:32]([N:34]=[C:35]([NH:37][C:38]([CH:40]3[CH2:42][CH2:41]3)=[O:39])[N:36]=2)[CH:33]=1, predict the reaction product. The product is: [CH:40]1([C:38]([NH:37][C:35]2[N:36]=[C:31]3[CH:30]=[CH:29][C:28]([O:27][C:26]4[CH:25]=[C:24]([NH:23][C:9]([C:5]5[C:6]([CH3:8])=[CH:7][N:3]([CH2:1][CH3:2])[CH:4]=5)=[O:11])[CH:45]=[CH:44][CH:43]=4)=[CH:33][N:32]3[N:34]=2)=[O:39])[CH2:41][CH2:42]1.